Dataset: Peptide-MHC class I binding affinity with 185,985 pairs from IEDB/IMGT. Task: Regression. Given a peptide amino acid sequence and an MHC pseudo amino acid sequence, predict their binding affinity value. This is MHC class I binding data. (1) The peptide sequence is PLYIDISDV. The MHC is HLA-A02:06 with pseudo-sequence HLA-A02:06. The binding affinity (normalized) is 0.138. (2) The peptide sequence is LLGMWGIAAL. The MHC is HLA-A68:02 with pseudo-sequence HLA-A68:02. The binding affinity (normalized) is 0.00376. (3) The peptide sequence is EEAARCMRSL. The MHC is HLA-B40:02 with pseudo-sequence HLA-B40:02. The binding affinity (normalized) is 0.518. (4) The peptide sequence is SEAFLIGANY. The MHC is HLA-B40:01 with pseudo-sequence HLA-B40:01. The binding affinity (normalized) is 0.149. (5) The peptide sequence is ISVLTGSSI. The MHC is HLA-A30:01 with pseudo-sequence HLA-A30:01. The binding affinity (normalized) is 0.253.